This data is from Forward reaction prediction with 1.9M reactions from USPTO patents (1976-2016). The task is: Predict the product of the given reaction. Given the reactants Br[C:2]1[CH:3]=[N:4][CH:5]=[C:6]2[C:11]=1[N:10]=[CH:9][CH:8]=[CH:7]2.[CH3:12][O:13][C:14](=[O:32])[C:15]1[CH:20]=[CH:19][C:18]([C:21]#[N:22])=[C:17](B2OC(C)(C)C(C)(C)O2)[CH:16]=1, predict the reaction product. The product is: [CH3:12][O:13][C:14](=[O:32])[C:15]1[CH:20]=[CH:19][C:18]([C:21]#[N:22])=[C:17]([C:2]2[CH:3]=[N:4][CH:5]=[C:6]3[C:11]=2[N:10]=[CH:9][CH:8]=[CH:7]3)[CH:16]=1.